This data is from Catalyst prediction with 721,799 reactions and 888 catalyst types from USPTO. The task is: Predict which catalyst facilitates the given reaction. (1) Reactant: CO[C:3](=[O:13])[C:4]1[CH:9]=[CH:8][C:7]([Cl:10])=[CH:6][C:5]=1[CH2:11]Br.[CH2:14]([O:16][C:17](=[O:39])[C:18]([O:21][C:22]1[CH:27]=[CH:26][C:25]([O:28][C:29]2[CH:34]=[C:33]([F:35])[CH:32]=[C:31]([CH2:36][NH2:37])[CH:30]=2)=[CH:24][C:23]=1[CH3:38])([CH3:20])[CH3:19])[CH3:15].C(=O)([O-])[O-].[K+].[K+].O. Product: [CH2:14]([O:16][C:17](=[O:39])[C:18]([O:21][C:22]1[CH:27]=[CH:26][C:25]([O:28][C:29]2[CH:34]=[C:33]([F:35])[CH:32]=[C:31]([CH2:36][N:37]3[CH2:11][C:5]4[C:4](=[CH:9][CH:8]=[C:7]([Cl:10])[CH:6]=4)[C:3]3=[O:13])[CH:30]=2)=[CH:24][C:23]=1[CH3:38])([CH3:19])[CH3:20])[CH3:15]. The catalyst class is: 3. (2) Reactant: C(N(CC)CC)C.CC(C)([O-])C.[K+].[Cl:14][C:15]1[CH:45]=[CH:44][CH:43]=[CH:42][C:16]=1[CH2:17][C:18]1[C:19]([CH:37]([O:40][CH3:41])[O:38][CH3:39])=[N:20][NH:21][C:22]=1[N:23]1[CH2:28][CH2:27][CH2:26][C@@H:25]([NH:29][C:30](=[O:36])[O:31][C:32]([CH3:35])([CH3:34])[CH3:33])[CH2:24]1.[CH3:46][N:47]([CH3:52])[S:48](Cl)(=[O:50])=[O:49]. Product: [Cl:14][C:15]1[CH:45]=[CH:44][CH:43]=[CH:42][C:16]=1[CH2:17][C:18]1[C:19]([CH:37]([O:38][CH3:39])[O:40][CH3:41])=[N:20][N:21]([S:48]([N:47]([CH3:52])[CH3:46])(=[O:50])=[O:49])[C:22]=1[N:23]1[CH2:28][CH2:27][CH2:26][C@@H:25]([NH:29][C:30](=[O:36])[O:31][C:32]([CH3:35])([CH3:33])[CH3:34])[CH2:24]1. The catalyst class is: 35. (3) Reactant: [F:1][C:2]1[CH:3]=[C:4]([OH:9])[CH:5]=[CH:6][C:7]=1[F:8].C(=O)([O-])[O-].[K+].[K+].[Br:16][CH2:17][CH2:18]Br. Product: [Br:16][CH2:17][CH2:18][O:9][C:4]1[CH:5]=[CH:6][C:7]([F:8])=[C:2]([F:1])[CH:3]=1. The catalyst class is: 10. (4) Reactant: C(OC(=O)[NH:7][CH2:8][C:9]1([C:15]2[NH:19][C:18](=[O:20])[O:17][N:16]=2)[CH2:11][CH:10]1[CH:12]([CH3:14])[CH3:13])(C)(C)C.[ClH:22]. Product: [ClH:22].[NH2:7][CH2:8][C:9]1([C:15]2[NH:19][C:18](=[O:20])[O:17][N:16]=2)[CH2:11][CH:10]1[CH:12]([CH3:14])[CH3:13]. The catalyst class is: 440.